From a dataset of Reaction yield outcomes from USPTO patents with 853,638 reactions. Predict the reaction yield, written as a fraction of the theoretical maximum amount of product (1.0 means a 100% yield; for example, 0.34 means a 34% yield). (1) The reactants are [NH2:1][C:2]1[C:7]([Br:8])=[N:6][C:5]([Br:9])=[CH:4][N:3]=1.C(=O)([O-])[O-].[Cs+].[Cs+].Cl[CH2:17][C:18]([O:20][CH2:21][CH3:22])=[O:19]. The catalyst is CN(C)C=O. The product is [Br:8][C:7]1[C:2]([NH:1][CH2:17][C:18]([O:20][CH2:21][CH3:22])=[O:19])=[N:3][CH:4]=[C:5]([Br:9])[N:6]=1. The yield is 0.470. (2) The reactants are C(N(C(C)C)CC)(C)C.[Cl:10][C:11]1[CH:17]=[CH:16][CH:15]=[CH:14][C:12]=1[NH2:13].[O:18]=[C:19]1[C:23]([C:24]2[CH:29]=[CH:28][C:27]([C:30]([F:33])([F:32])[F:31])=[CH:26][CH:25]=2)=[N:22][C:21]2([CH2:37][CH2:36][CH2:35][CH2:34]2)[N:20]1[CH2:38][C:39](O)=[O:40].CN(C(ON1N=NC2C=CC=NC1=2)=[N+](C)C)C.F[P-](F)(F)(F)(F)F.CN(C=O)C. The catalyst is C(Cl)Cl. The product is [Cl:10][C:11]1[CH:17]=[CH:16][CH:15]=[CH:14][C:12]=1[NH:13][C:39](=[O:40])[CH2:38][N:20]1[C:21]2([CH2:34][CH2:35][CH2:36][CH2:37]2)[N:22]=[C:23]([C:24]2[CH:29]=[CH:28][C:27]([C:30]([F:31])([F:32])[F:33])=[CH:26][CH:25]=2)[C:19]1=[O:18]. The yield is 0.610. (3) The reactants are [O:1]=[C:2]1[N:6]2[CH2:7][CH2:8][N:9]([C:11]([O:13]C(C)(C)C)=O)[CH2:10][CH:5]2[CH:4]([C:18]2[CH:23]=[CH:22][CH:21]=[CH:20][CH:19]=2)[O:3]1.FC(F)(F)C(O)=O.O1CCCC1.[F:36][C:37]1[CH:42]=[CH:41][C:40]([N:43]=C=O)=[CH:39][CH:38]=1. The catalyst is ClCCl. The product is [F:36][C:37]1[CH:42]=[CH:41][C:40]([NH:43][C:11]([N:9]2[CH2:8][CH2:7][N:6]3[C:2](=[O:1])[O:3][CH:4]([C:18]4[CH:19]=[CH:20][CH:21]=[CH:22][CH:23]=4)[CH:5]3[CH2:10]2)=[O:13])=[CH:39][CH:38]=1. The yield is 0.190.